From a dataset of Catalyst prediction with 721,799 reactions and 888 catalyst types from USPTO. Predict which catalyst facilitates the given reaction. (1) Reactant: [CH2:1]([O:3][C@H:4]1[CH2:9][CH2:8][C@H:7]([C:10]([O:12]CC)=[O:11])[CH2:6][CH2:5]1)[CH3:2].[OH-].[Na+]. Product: [CH2:1]([O:3][C@H:4]1[CH2:9][CH2:8][C@H:7]([C:10]([OH:12])=[O:11])[CH2:6][CH2:5]1)[CH3:2]. The catalyst class is: 92. (2) Reactant: Cl[C:2]1[CH:7]=[CH:6][C:5]([N+:8]([O-:10])=[O:9])=[CH:4][N:3]=1.[NH2:11][CH2:12][CH2:13][OH:14]. Product: [N+:8]([C:5]1[CH:6]=[CH:7][C:2]([NH:11][CH2:12][CH2:13][OH:14])=[N:3][CH:4]=1)([O-:10])=[O:9]. The catalyst class is: 6. (3) Reactant: [Br:1]Br.[OH:3][C:4]1[CH:12]=[CH:11][C:7]([C:8]([OH:10])=[O:9])=[CH:6][N:5]=1. Product: [Br:1][C:12]1[C:4]([OH:3])=[N:5][CH:6]=[C:7]([CH:11]=1)[C:8]([OH:10])=[O:9]. The catalyst class is: 6. (4) Reactant: [OH:1][C:2]1[C:7]([NH2:8])=[CH:6][C:5]([Br:9])=[CH:4][N:3]=1.N1C=CC=CC=1.[F:16][C:17]([F:28])([F:27])[C:18]1[CH:26]=[CH:25][C:21]([C:22](Cl)=[O:23])=[CH:20][CH:19]=1. Product: [Br:9][C:5]1[CH:6]=[C:7]([NH:8][C:22](=[O:23])[C:21]2[CH:25]=[CH:26][C:18]([C:17]([F:16])([F:27])[F:28])=[CH:19][CH:20]=2)[C:2]([OH:1])=[N:3][CH:4]=1. The catalyst class is: 34.